From a dataset of Full USPTO retrosynthesis dataset with 1.9M reactions from patents (1976-2016). Predict the reactants needed to synthesize the given product. (1) Given the product [C:1]([O:5][C:6]([N:8]1[CH2:15][C@H:14]([OH:16])[CH2:13][C@@H:9]1[C:10]([NH:28][CH:19]1[CH:18]2[CH2:27][CH:22]3[CH2:23][CH:24]([CH2:26][CH:20]1[CH2:21]3)[CH2:25]2)=[O:12])=[O:7])([CH3:2])([CH3:3])[CH3:4], predict the reactants needed to synthesize it. The reactants are: [C:1]([O:5][C:6]([N:8]1[CH2:15][C@H:14]([OH:16])[CH2:13][C@@H:9]1[C:10]([OH:12])=O)=[O:7])([CH3:4])([CH3:3])[CH3:2].Cl.[CH:18]12[CH2:27][CH:22]3[CH2:23][CH:24]([CH2:26][CH:20]([CH2:21]3)[CH:19]1[NH2:28])[CH2:25]2.CN(C(ON1N=NC2C=CC=NC1=2)=[N+](C)C)C.F[P-](F)(F)(F)(F)F.C(N(CC)CC)C. (2) Given the product [CH3:22][O:23][C:2]1[N:7]=[C:6]([C:8]2[S:9][C:10]3[CH:16]=[C:15]([O:17][CH2:18][CH2:19][CH2:20][F:21])[CH:14]=[CH:13][C:11]=3[CH:12]=2)[CH:5]=[CH:4][N:3]=1, predict the reactants needed to synthesize it. The reactants are: Cl[C:2]1[N:7]=[C:6]([C:8]2[S:9][C:10]3[CH:16]=[C:15]([O:17][CH2:18][CH2:19][CH2:20][F:21])[CH:14]=[CH:13][C:11]=3[CH:12]=2)[CH:5]=[CH:4][N:3]=1.[CH3:22][OH:23].C[O-].[Na+]. (3) The reactants are: [C:1]([O:5][C:6]([N:8]([CH:12]1[CH2:17][CH2:16][NH:15][CH2:14][CH2:13]1)[CH:9]([CH3:11])[CH3:10])=[O:7])([CH3:4])([CH3:3])[CH3:2].[CH3:18][O:19][C:20]1[CH:25]=[CH:24][N:23]=[CH:22][C:21]=1[C:26]([O-])=O.C(O[BH-](OC(=O)C)OC(=O)C)(=O)C.[Na+].C(O)(=O)C. Given the product [C:1]([O:5][C:6]([N:8]([CH:12]1[CH2:13][CH2:14][N:15]([CH2:26][C:21]2[CH:22]=[N:23][CH:24]=[CH:25][C:20]=2[O:19][CH3:18])[CH2:16][CH2:17]1)[CH:9]([CH3:11])[CH3:10])=[O:7])([CH3:3])([CH3:4])[CH3:2], predict the reactants needed to synthesize it. (4) Given the product [CH:18]([C:2]1[CH:10]=[C:9]([O:11][CH3:12])[C:8]([O:13][CH3:14])=[CH:7][C:3]=1[C:4]([OH:6])=[O:5])=[O:19], predict the reactants needed to synthesize it. The reactants are: Br[C:2]1[CH:10]=[C:9]([O:11][CH3:12])[C:8]([O:13][CH3:14])=[CH:7][C:3]=1[C:4]([OH:6])=[O:5].CN([CH:18]=[O:19])C.C(Cl)Cl.CO. (5) Given the product [F:37][CH:7]([F:6])[C:8]1[N:12]([C:13]2[CH:18]=[C:17]([N:19]3[CH2:20][CH2:21][O:22][CH2:23][CH2:24]3)[N:16]=[C:15]([NH:25][C@H:26]3[CH2:27][CH2:28][C@H:29]([NH:32][S:2]([CH3:1])(=[O:4])=[O:3])[CH2:30][CH2:31]3)[N:14]=2)[C:11]2[CH:33]=[CH:34][CH:35]=[CH:36][C:10]=2[N:9]=1, predict the reactants needed to synthesize it. The reactants are: [CH3:1][S:2](Cl)(=[O:4])=[O:3].[F:6][CH:7]([F:37])[C:8]1[N:12]([C:13]2[CH:18]=[C:17]([N:19]3[CH2:24][CH2:23][O:22][CH2:21][CH2:20]3)[N:16]=[C:15]([NH:25][C@H:26]3[CH2:31][CH2:30][C@H:29]([NH2:32])[CH2:28][CH2:27]3)[N:14]=2)[C:11]2[CH:33]=[CH:34][CH:35]=[CH:36][C:10]=2[N:9]=1.C(=O)C1C=CC=CC=1.C(O)C(N)(CO)CO. (6) Given the product [S:18]1[C:12]2([CH2:13][CH2:14][CH:9]([C:3]3[CH:4]=[CH:5][C:6]([OH:8])=[CH:7][C:2]=3[OH:1])[CH2:10][CH2:11]2)[S:19][CH2:16][CH2:17]1, predict the reactants needed to synthesize it. The reactants are: [OH:1][C:2]1[CH:7]=[C:6]([OH:8])[CH:5]=[CH:4][C:3]=1[CH:9]1[CH2:14][CH2:13][C:12](=O)[CH2:11][CH2:10]1.[CH2:16]([SH:19])[CH2:17][SH:18].C(=O)([O-])O.[Na+]. (7) Given the product [CH3:19][N:10]1[CH:11]=[C:12]([C:13]2[CH:18]=[CH:17][N:16]=[CH:15][CH:14]=2)[C:8]([C:5]2[CH:6]=[CH:7][C:2]([C:23]#[C:22][Si:24]([CH3:27])([CH3:26])[CH3:25])=[CH:3][CH:4]=2)=[N:9]1, predict the reactants needed to synthesize it. The reactants are: Br[C:2]1[CH:7]=[CH:6][C:5]([C:8]2[C:12]([C:13]3[CH:18]=[CH:17][N:16]=[CH:15][CH:14]=3)=[CH:11][N:10]([CH3:19])[N:9]=2)=[CH:4][CH:3]=1.N#N.[C:22]([Si:24]([CH3:27])([CH3:26])[CH3:25])#[CH:23]. (8) The reactants are: [C:1]([NH:8][C@@H:9]([CH2:15][CH2:16][CH2:17][CH2:18][CH2:19][CH:20]=[CH2:21])[C:10]([O:12]CC)=[O:11])([O:3][C:4]([CH3:7])([CH3:6])[CH3:5])=[O:2].O[Li].O. Given the product [C:1]([NH:8][C@@H:9]([CH2:15][CH2:16][CH2:17][CH2:18][CH2:19][CH:20]=[CH2:21])[C:10]([OH:12])=[O:11])([O:3][C:4]([CH3:6])([CH3:7])[CH3:5])=[O:2], predict the reactants needed to synthesize it. (9) Given the product [C:10]([C@@H:9]1[N:5]([C:3](=[O:4])[CH2:2][NH:22][C:17]2([CH2:16][O:15][CH3:14])[CH2:21][CH2:20][CH2:19][CH2:18]2)[C@H:6]([C:12]#[N:13])[CH2:7][CH2:8]1)#[CH:11], predict the reactants needed to synthesize it. The reactants are: Cl[CH2:2][C:3]([N:5]1[C@@H:9]([C:10]#[CH:11])[CH2:8][CH2:7][C@H:6]1[C:12]#[N:13])=[O:4].[CH3:14][O:15][CH2:16][C:17]1([NH2:22])[CH2:21][CH2:20][CH2:19][CH2:18]1. (10) Given the product [CH2:1]([O:8][C:9]([N:11]([CH3:40])[C@H:12]([CH2:30][O:31][Si:32]([C:35]([CH3:38])([CH3:37])[CH3:36])([CH3:34])[CH3:33])[CH2:13][CH2:14][C:15]([N:17]1[CH2:22][CH2:21][N:20]([C:23]([O:25][C:26]([CH3:29])([CH3:28])[CH3:27])=[O:24])[CH2:19][CH2:18]1)=[O:16])=[O:10])[C:2]1[CH:7]=[CH:6][CH:5]=[CH:4][CH:3]=1, predict the reactants needed to synthesize it. The reactants are: [CH2:1]([O:8][C:9]([NH:11][C@H:12]([CH2:30][O:31][Si:32]([C:35]([CH3:38])([CH3:37])[CH3:36])([CH3:34])[CH3:33])[CH2:13][CH2:14][C:15]([N:17]1[CH2:22][CH2:21][N:20]([C:23]([O:25][C:26]([CH3:29])([CH3:28])[CH3:27])=[O:24])[CH2:19][CH2:18]1)=[O:16])=[O:10])[C:2]1[CH:7]=[CH:6][CH:5]=[CH:4][CH:3]=1.I[CH3:40].[H-].[Na+].